This data is from Forward reaction prediction with 1.9M reactions from USPTO patents (1976-2016). The task is: Predict the product of the given reaction. (1) Given the reactants Cl.Cl.[CH:3]1[C:15]2[CH:14]([CH2:16][O:17][C:18]([N:20]3[CH2:25][CH2:24][N:23]([CH2:26][CH2:27][C:28](OCC)=N)[CH2:22][CH2:21]3)=[O:19])[C:13]3[C:8](=[CH:9][CH:10]=[CH:11][CH:12]=3)[C:7]=2[CH:6]=[CH:5][CH:4]=1.[F:33][C:34]1[C:35]([NH2:41])=[C:36]([NH2:40])[CH:37]=[CH:38][CH:39]=1.C(=O)([O-])[O-].[K+].[K+], predict the reaction product. The product is: [CH:3]1[C:15]2[CH:14]([CH2:16][O:17][C:18]([N:20]3[CH2:25][CH2:24][N:23]([CH2:26][CH2:27][C:28]4[NH:40][C:36]5[CH:37]=[CH:38][CH:39]=[C:34]([F:33])[C:35]=5[N:41]=4)[CH2:22][CH2:21]3)=[O:19])[C:13]3[C:8](=[CH:9][CH:10]=[CH:11][CH:12]=3)[C:7]=2[CH:6]=[CH:5][CH:4]=1. (2) Given the reactants [C:1]([O:5][C:6]([N:8]1[CH2:12][C@H:11]([OH:13])[CH2:10][C@H:9]1[C:14]([N:16]1[CH2:22][CH2:21][CH2:20][N:19]([CH:23]2[CH2:26][CH2:25][CH2:24]2)[CH2:18][CH2:17]1)=[O:15])=[O:7])([CH3:4])([CH3:3])[CH3:2].[H-].[Na+].Br[CH:30]([CH3:32])[CH3:31], predict the reaction product. The product is: [C:1]([O:5][C:6]([N:8]1[CH2:12][C@H:11]([O:13][CH:30]([CH3:32])[CH3:31])[CH2:10][C@H:9]1[C:14]([N:16]1[CH2:22][CH2:21][CH2:20][N:19]([CH:23]2[CH2:24][CH2:25][CH2:26]2)[CH2:18][CH2:17]1)=[O:15])=[O:7])([CH3:4])([CH3:2])[CH3:3].